The task is: Predict which catalyst facilitates the given reaction.. This data is from Catalyst prediction with 721,799 reactions and 888 catalyst types from USPTO. Reactant: [CH2:1]([CH2:4][NH:5][CH2:6][CH2:7][S:8][P:9]([OH:12])([OH:11])=[O:10])[CH2:2][NH2:3]. Product: [CH2:1]([CH2:4][NH:5][CH2:6][CH2:7][S:8][P:9]([OH:12])([OH:11])=[O:10])[CH2:2][NH2:3].[OH2:10].[OH2:10].[OH2:10]. The catalyst class is: 6.